Dataset: Reaction yield outcomes from USPTO patents with 853,638 reactions. Task: Predict the reaction yield, written as a fraction of the theoretical maximum amount of product (1.0 means a 100% yield; for example, 0.34 means a 34% yield). (1) The reactants are [OH:1][C:2]1[CH:9]=[CH:8][C:5]([C:6]#[N:7])=[CH:4][CH:3]=1.C(=O)([O-])[O-].[K+].[K+].[CH2:16](Br)[C:17]1[CH:22]=[CH:21][CH:20]=[CH:19][CH:18]=1. The catalyst is CC(C)=O. The product is [CH2:16]([O:1][C:2]1[CH:9]=[CH:8][C:5]([C:6]#[N:7])=[CH:4][CH:3]=1)[C:17]1[CH:22]=[CH:21][CH:20]=[CH:19][CH:18]=1. The yield is 0.850. (2) The reactants are [NH2:1][C@H:2]([CH:21]([CH3:23])[CH3:22])[C:3]([N:5]1[CH2:10][CH2:9][C@@:8]([C:12]2[CH:17]=[CH:16][C:15]([Cl:18])=[CH:14][CH:13]=2)([OH:11])[C:7]([CH3:20])([CH3:19])[CH2:6]1)=[O:4].[CH3:24][N:25]1[C:29]([C@@H:30]2[CH2:35][CH2:34][CH2:33][C@H:32]([C:36](O)=[O:37])[CH2:31]2)=[N:28][N:27]=[N:26]1.C1C=CC2N(O)N=NC=2C=1.C(Cl)CCl.C(N(CC)CC)C. The catalyst is C(Cl)Cl. The product is [Cl:18][C:15]1[CH:14]=[CH:13][C:12]([C@@:8]2([OH:11])[CH2:9][CH2:10][N:5]([C:3](=[O:4])[C@H:2]([NH:1][C:36]([C@H:32]3[CH2:33][CH2:34][CH2:35][C@@H:30]([C:29]4[N:25]([CH3:24])[N:26]=[N:27][N:28]=4)[CH2:31]3)=[O:37])[CH:21]([CH3:23])[CH3:22])[CH2:6][C:7]2([CH3:19])[CH3:20])=[CH:17][CH:16]=1. The yield is 0.990. (3) The reactants are C(Cl)(=O)C(Cl)=O.[CH3:7][C:8]1[C:12]([C:13]([OH:15])=O)=[CH:11][O:10][N:9]=1.[CH3:16][O:17][C:18]1[CH:23]=[CH:22][C:21]([C:24]23[NH:38][CH2:37][CH2:36][N:25]2[C:26](=[O:35])[C:27]2[N:28]([C:30]([C:33]#[N:34])=[CH:31][CH:32]=2)[CH2:29]3)=[CH:20][CH:19]=1. The catalyst is CN(C=O)C.C(Cl)Cl.N1C=CC=CC=1.O. The product is [CH3:16][O:17][C:18]1[CH:23]=[CH:22][C:21]([C:24]23[N:38]([C:13]([C:12]4[C:8]([CH3:7])=[N:9][O:10][CH:11]=4)=[O:15])[CH2:37][CH2:36][N:25]2[C:26](=[O:35])[C:27]2[N:28]([C:30]([C:33]#[N:34])=[CH:31][CH:32]=2)[CH2:29]3)=[CH:20][CH:19]=1. The yield is 0.400. (4) The reactants are [OH:1][C:2]1[CH:10]=[CH:9][C:5]([C:6]([OH:8])=[O:7])=[CH:4][N:3]=1.S(=O)(=O)(O)O.[CH2:16](O)[CH3:17]. No catalyst specified. The product is [CH2:16]([O:7][C:6](=[O:8])[C:5]1[CH:9]=[CH:10][C:2]([OH:1])=[N:3][CH:4]=1)[CH3:17]. The yield is 0.800. (5) No catalyst specified. The product is [Cl:15][C:16]1[CH:17]=[C:18]([C:2]2[N:7]=[N:6][C:5]([NH2:8])=[N:4][C:3]=2[C:9]2[CH:14]=[CH:13][CH:12]=[CH:11][CH:10]=2)[CH:19]=[CH:20][C:21]=1[Cl:22]. The yield is 0.540. The reactants are Br[C:2]1[N:7]=[N:6][C:5]([NH2:8])=[N:4][C:3]=1[C:9]1[CH:14]=[CH:13][CH:12]=[CH:11][CH:10]=1.[Cl:15][C:16]1[CH:17]=[C:18](B(O)O)[CH:19]=[CH:20][C:21]=1[Cl:22].